From a dataset of NCI-60 drug combinations with 297,098 pairs across 59 cell lines. Regression. Given two drug SMILES strings and cell line genomic features, predict the synergy score measuring deviation from expected non-interaction effect. (1) Drug 1: CN1C(=O)N2C=NC(=C2N=N1)C(=O)N. Drug 2: CN(C(=O)NC(C=O)C(C(C(CO)O)O)O)N=O. Cell line: HOP-92. Synergy scores: CSS=3.39, Synergy_ZIP=4.18, Synergy_Bliss=8.88, Synergy_Loewe=0.00931, Synergy_HSA=0.296. (2) Drug 1: CC1CCC2CC(C(=CC=CC=CC(CC(C(=O)C(C(C(=CC(C(=O)CC(OC(=O)C3CCCCN3C(=O)C(=O)C1(O2)O)C(C)CC4CCC(C(C4)OC)O)C)C)O)OC)C)C)C)OC. Drug 2: CC(C)CN1C=NC2=C1C3=CC=CC=C3N=C2N. Cell line: OVCAR-5. Synergy scores: CSS=26.8, Synergy_ZIP=-6.68, Synergy_Bliss=0.513, Synergy_Loewe=-8.65, Synergy_HSA=0.628.